Dataset: Full USPTO retrosynthesis dataset with 1.9M reactions from patents (1976-2016). Task: Predict the reactants needed to synthesize the given product. (1) Given the product [OH:22][C:17]1[CH:18]=[CH:19][CH:20]=[CH:21][C:16]=1[CH2:14][C:13]1[C:9](=[O:8])[NH:10][N:11]([CH2:33][CH2:34][OH:35])[C:12]=1[CH:30]([CH3:32])[CH3:31], predict the reactants needed to synthesize it. The reactants are: C([O:8][C:9]1[C:13]([CH:14]([C:16]2[CH:21]=[CH:20][CH:19]=[CH:18][C:17]=2[O:22]CC2C=CC=CC=2)O)=[C:12]([CH:30]([CH3:32])[CH3:31])[N:11]([CH2:33][CH2:34][OH:35])[N:10]=1)C1C=CC=CC=1. (2) Given the product [CH:13]1([NH:16][C:4]2[CH:9]=[CH:8][N:7]=[CH:6][C:5]=2[N+:10]([O-:12])=[O:11])[CH2:15][CH2:14]1, predict the reactants needed to synthesize it. The reactants are: Cl.CO[C:4]1[CH:9]=[CH:8][N:7]=[CH:6][C:5]=1[N+:10]([O-:12])=[O:11].[CH:13]1([NH2:16])[CH2:15][CH2:14]1.C(N(CC)CC)C. (3) Given the product [Cl:1][C:2]1[S:6][C:5]([C:7]2[CH:8]=[C:9]([CH:20]([NH2:26])[CH3:21])[CH:10]=[CH:11][C:12]=2[O:13][CH:14]2[CH2:19][CH2:18][O:17][CH2:16][CH2:15]2)=[CH:4][CH:3]=1, predict the reactants needed to synthesize it. The reactants are: [Cl:1][C:2]1[S:6][C:5]([C:7]2[CH:8]=[C:9]([C:20](=O)[CH3:21])[CH:10]=[CH:11][C:12]=2[O:13][CH:14]2[CH2:19][CH2:18][O:17][CH2:16][CH2:15]2)=[CH:4][CH:3]=1.CO.C([BH3-])#[N:26].[Na+].FC(F)(F)C(O)=O.